From a dataset of Forward reaction prediction with 1.9M reactions from USPTO patents (1976-2016). Predict the product of the given reaction. (1) Given the reactants Br[C:2]1C=C(CO)C(F)=C[N:3]=1.Br[C:12]1[CH:17]=[C:16]([CH2:18][OH:19])[C:15]([Cl:20])=[CH:14][N:13]=1, predict the reaction product. The product is: [Cl:20][C:15]1[C:16]([CH2:18][OH:19])=[CH:17][C:12]([C:2]#[N:3])=[N:13][CH:14]=1. (2) Given the reactants [CH3:1][N:2]1[CH2:7][CH2:6][N:5]([C:8]2[CH:13]=[CH:12][C:11]([N+:14]([O-])=O)=[CH:10][N:9]=2)[CH2:4][CH2:3]1, predict the reaction product. The product is: [CH3:1][N:2]1[CH2:7][CH2:6][N:5]([C:8]2[N:9]=[CH:10][C:11]([NH2:14])=[CH:12][CH:13]=2)[CH2:4][CH2:3]1. (3) Given the reactants [F:1][C:2]1[CH:7]=[C:6]([S:8]([CH3:11])(=[O:10])=[O:9])[CH:5]=[C:4]([F:12])[C:3]=1[NH:13][C@H:14]1[CH2:19][CH2:18][CH2:17][N:16]([CH:20]2[CH2:25][CH2:24][N:23]([C:26]#[N:27])[CH2:22][CH2:21]2)[C:15]1=[O:28].[NH2:29][OH:30], predict the reaction product. The product is: [F:12][C:4]1[CH:5]=[C:6]([S:8]([CH3:11])(=[O:9])=[O:10])[CH:7]=[C:2]([F:1])[C:3]=1[NH:13][C@H:14]1[CH2:19][CH2:18][CH2:17][N:16]([CH:20]2[CH2:25][CH2:24][N:23]([C:26](=[NH:27])[NH:29][OH:30])[CH2:22][CH2:21]2)[C:15]1=[O:28]. (4) The product is: [C:10]1([C:20]([O:9][CH2:8][CH2:7][N:4]2[CH2:5][CH2:6][O:1][CH2:2][CH2:3]2)=[O:21])[C:19]2[C:14](=[CH:15][CH:16]=[CH:17][CH:18]=2)[CH:13]=[CH:12][CH:11]=1. Given the reactants [O:1]1[CH2:6][CH2:5][N:4]([CH2:7][CH2:8][OH:9])[CH2:3][CH2:2]1.[C:10]1([C:20](Cl)=[O:21])[C:19]2[C:14](=[CH:15][CH:16]=[CH:17][CH:18]=2)[CH:13]=[CH:12][CH:11]=1, predict the reaction product. (5) Given the reactants [Br:1][C:2]1[CH:3]=[C:4]2[C:8](=[CH:9][C:10]=1[F:11])[N:7]([C:12]([C:25]1[CH:30]=[CH:29][CH:28]=[CH:27][CH:26]=1)([C:19]1[CH:24]=[CH:23][CH:22]=[CH:21][CH:20]=1)[C:13]1[CH:18]=[CH:17][CH:16]=[CH:15][CH:14]=1)[N:6]=[C:5]2I.[F:32][C:33]1[CH:40]=[CH:39][C:36]([CH:37]=[CH2:38])=[CH:35][CH:34]=1.C(P(C(C)(C)C)C1C=CC=CC=1C1C=CC=CC=1)(C)(C)C.C(N(CC)CC)C, predict the reaction product. The product is: [Br:1][C:2]1[CH:3]=[C:4]2[C:8](=[CH:9][C:10]=1[F:11])[N:7]([C:12]([C:25]1[CH:30]=[CH:29][CH:28]=[CH:27][CH:26]=1)([C:19]1[CH:24]=[CH:23][CH:22]=[CH:21][CH:20]=1)[C:13]1[CH:18]=[CH:17][CH:16]=[CH:15][CH:14]=1)[N:6]=[C:5]2/[CH:38]=[CH:37]/[C:36]1[CH:39]=[CH:40][C:33]([F:32])=[CH:34][CH:35]=1. (6) Given the reactants [NH2:1][C:2]1[CH:10]=[CH:9][C:8]([CH2:11][N:12]([CH:14]=[O:15])[CH3:13])=[CH:7][C:3]=1[C:4]([OH:6])=O.C(#N)C.Cl[C:20]([O:22][CH2:23][CH3:24])=[O:21].[CH:25]([O:28][C:29](=[O:50])[C@H:30]([CH2:42][C:43]1[CH:48]=[CH:47][C:46]([NH2:49])=[CH:45][CH:44]=1)[NH:31][C:32](=[O:41])[C:33]1[C:38]([Cl:39])=[CH:37][CH:36]=[CH:35][C:34]=1[Cl:40])([CH3:27])[CH3:26], predict the reaction product. The product is: [CH:25]([O:28][C:29](=[O:50])[C@H:30]([CH2:42][C:43]1[CH:44]=[CH:45][C:46]([NH:49][C:4](=[O:6])[C:3]2[CH:7]=[C:8]([CH2:11][N:12]([CH:14]=[O:15])[CH3:13])[CH:9]=[CH:10][C:2]=2[NH:1][C:20]([O:22][CH2:23][CH3:24])=[O:21])=[CH:47][CH:48]=1)[NH:31][C:32](=[O:41])[C:33]1[C:34]([Cl:40])=[CH:35][CH:36]=[CH:37][C:38]=1[Cl:39])([CH3:27])[CH3:26]. (7) The product is: [Br:1][C:2]1[CH:3]=[C:4]([CH:5]=[O:6])[CH:7]=[CH:8][C:9]=1[O:10][CH2:18][C:19]([O:21][C:22]([CH3:25])([CH3:24])[CH3:23])=[O:20]. Given the reactants [Br:1][C:2]1[CH:3]=[C:4]([CH:7]=[CH:8][C:9]=1[OH:10])[CH:5]=[O:6].C(=O)([O-])[O-].[K+].[K+].Br[CH2:18][C:19]([O:21][C:22]([CH3:25])([CH3:24])[CH3:23])=[O:20], predict the reaction product. (8) The product is: [CH3:6][O:7][C:8]1[N:13]=[CH:12][C:11]([O:14][CH2:2][C:3]([CH3:4])=[O:5])=[CH:10][CH:9]=1. Given the reactants Cl[CH2:2][C:3](=[O:5])[CH3:4].[CH3:6][O:7][C:8]1[N:13]=[CH:12][C:11]([OH:14])=[CH:10][CH:9]=1.C(=O)([O-])[O-].[K+].[K+], predict the reaction product. (9) Given the reactants I[C:2]1[CH:3]=[CH:4][C:5]([NH:8][C:9]([NH:11][CH2:12][C:13]2[CH:18]=[CH:17][CH:16]=[CH:15][C:14]=2[O:19][CH3:20])=[NH:10])=[N:6][CH:7]=1.[C:21]1(OB(O)O)[CH:26]=[CH:25][CH:24]=[CH:23][CH:22]=1.C(=O)([O-])[O-].[Na+].[Na+], predict the reaction product. The product is: [CH3:20][O:19][C:14]1[CH:15]=[CH:16][CH:17]=[CH:18][C:13]=1[CH2:12][NH:11][C:9]([NH:8][C:5]1[CH:4]=[CH:3][C:2]([C:21]2[CH:26]=[CH:25][CH:24]=[CH:23][CH:22]=2)=[CH:7][N:6]=1)=[NH:10]. (10) Given the reactants [CH2:1]([C:3]1[CH:12]=[CH:11][CH:10]2[CH:5]([C:6](=[O:16])[C:7]([C:13]([OH:15])=[O:14])=[CH:8][O:9]2)[CH:4]=1)[CH3:2].[CH2:17]([C:19]1[CH:20]=[C:21]2[C:26](=[CH:27][CH:28]=1)[O:25][CH:24]=[C:23](C=O)[C:22]2=[O:31])[CH3:18].[OH:32]OS([O-])=O.[K+].CCOC(C)=O, predict the reaction product. The product is: [CH2:1]([C:3]1[CH:12]=[CH:11][CH:10]2[CH:5]([C:6](=[O:16])[C:7]([C:13]([OH:15])=[O:14])=[CH:8][O:9]2)[CH:4]=1)[CH3:2].[CH2:17]([C:19]1[CH:28]=[CH:27][CH:26]2[CH:21]([C:22](=[O:31])[C:23]([OH:32])=[CH:24][O:25]2)[CH:20]=1)[CH3:18].